This data is from Full USPTO retrosynthesis dataset with 1.9M reactions from patents (1976-2016). The task is: Predict the reactants needed to synthesize the given product. (1) Given the product [CH:14]1([CH2:13][N:12]2[C:3]3=[N:4][CH:5]=[C:6]([C:7]([O:9][CH3:10])=[O:8])[CH:11]=[C:2]3[N:1]=[C:36]2[CH2:35][C:32]2[CH:33]=[CH:34][C:29]([O:28][CH2:26][CH3:27])=[CH:30][CH:31]=2)[CH2:16][CH2:15]1, predict the reactants needed to synthesize it. The reactants are: [NH2:1][C:2]1[C:3]([NH:12][CH2:13][CH:14]2[CH2:16][CH2:15]2)=[N:4][CH:5]=[C:6]([CH:11]=1)[C:7]([O:9][CH3:10])=[O:8].CCN(C(C)C)C(C)C.[CH2:26]([O:28][C:29]1[CH:34]=[CH:33][C:32]([CH2:35][C:36](O)=O)=[CH:31][CH:30]=1)[CH3:27].CN(C(ON1N=NC2C=CC=NC1=2)=[N+](C)C)C.F[P-](F)(F)(F)(F)F. (2) Given the product [CH:7]([N:10]1[N:19]=[C:18]([NH:20][C:21]2[CH:25]=[C:24]([CH3:26])[NH:23][N:22]=2)[C:17]2[C:12](=[CH:13][C:14]([S:27]([CH2:28][CH2:29][S:3]([CH3:34])(=[O:5])=[O:2])(=[O:40])=[O:39])=[CH:15][CH:16]=2)[C:11]1=[O:32])([CH3:9])[CH3:8], predict the reactants needed to synthesize it. The reactants are: O[O:2][S:3]([O-:5])=O.[K+].[CH:7]([N:10]1[N:19]=[C:18]([NH:20][C:21]2[CH:25]=[C:24]([CH3:26])[NH:23][N:22]=2)[C:17]2[C:12](=[CH:13][C:14]([S:27][CH2:28][CH2:29]SC)=[CH:15][CH:16]=2)[C:11]1=[O:32])([CH3:9])[CH3:8].O1CCOC[CH2:34]1.[OH2:39].[OH2:40]. (3) Given the product [N:30]1([NH:29][C:11]([C:9]2[CH:8]=[CH:7][C:6]3[N:2]([CH3:1])[C:3]([NH:14][C:15]4[S:16][C:17]5[CH:23]=[C:22]([O:24][C:25]([F:28])([F:26])[F:27])[CH:21]=[CH:20][C:18]=5[N:19]=4)=[N:4][C:5]=3[CH:10]=2)=[O:12])[CH2:35][CH2:34][O:33][CH2:32][CH2:31]1, predict the reactants needed to synthesize it. The reactants are: [CH3:1][N:2]1[C:6]2[CH:7]=[CH:8][C:9]([C:11](O)=[O:12])=[CH:10][C:5]=2[N:4]=[C:3]1[NH:14][C:15]1[S:16][C:17]2[CH:23]=[C:22]([O:24][C:25]([F:28])([F:27])[F:26])[CH:21]=[CH:20][C:18]=2[N:19]=1.[NH2:29][N:30]1[CH2:35][CH2:34][O:33][CH2:32][CH2:31]1.CN(C(ON1N=NC2C=CC=CC1=2)=[N+](C)C)C.F[P-](F)(F)(F)(F)F.CCN(C(C)C)C(C)C.